Dataset: CYP2C9 inhibition data for predicting drug metabolism from PubChem BioAssay. Task: Regression/Classification. Given a drug SMILES string, predict its absorption, distribution, metabolism, or excretion properties. Task type varies by dataset: regression for continuous measurements (e.g., permeability, clearance, half-life) or binary classification for categorical outcomes (e.g., BBB penetration, CYP inhibition). Dataset: cyp2c9_veith. The compound is Cc1cccnc1NC(=O)C12CCC(C)(C(=O)O1)C2(C)C. The result is 0 (non-inhibitor).